Dataset: Reaction yield outcomes from USPTO patents with 853,638 reactions. Task: Predict the reaction yield, written as a fraction of the theoretical maximum amount of product (1.0 means a 100% yield; for example, 0.34 means a 34% yield). The reactants are [CH:1]1([C:4]([N:6]2[CH2:10][CH2:9][C@@H:8]([CH2:11][N:12]3[C:16]([C:17]4[CH:22]=[CH:21][C:20]([C:23]5[CH:28]=[CH:27][C:26]([F:29])=[CH:25][CH:24]=5)=[CH:19][CH:18]=4)=[N:15][NH:14][C:13]3=[O:30])[CH2:7]2)=[O:5])[CH2:3][CH2:2]1.Br[CH2:32][C:33]1[CH:38]=[CH:37][CH:36]=[CH:35][CH:34]=1.C([O-])([O-])=O.[K+].[K+]. The catalyst is CN(C=O)C.CCOC(C)=O. The product is [CH:1]1([C:4]([N:6]2[CH2:10][CH2:9][C@@H:8]([CH2:11][N:12]3[C:16]([C:17]4[CH:22]=[CH:21][C:20]([C:23]5[CH:24]=[CH:25][C:26]([F:29])=[CH:27][CH:28]=5)=[CH:19][CH:18]=4)=[N:15][N:14]([CH2:32][C:33]4[CH:38]=[CH:37][CH:36]=[CH:35][CH:34]=4)[C:13]3=[O:30])[CH2:7]2)=[O:5])[CH2:3][CH2:2]1. The yield is 0.711.